This data is from Catalyst prediction with 721,799 reactions and 888 catalyst types from USPTO. The task is: Predict which catalyst facilitates the given reaction. (1) Reactant: [CH3:1][O:2][CH2:3][C@H:4]([CH3:46])[O:5][C:6]1[CH:7]=[C:8]([CH:20]=[C:21]([C:23]2[NH:24][C:25]([C:28]3[O:29][C@@H:30]([CH2:34][O:35][Si](C(C)C)(C(C)C)C(C)C)[C@@H:31]([CH3:33])[N:32]=3)=[CH:26][CH:27]=2)[CH:22]=1)[O:9][C:10]1[CH:11]=[CH:12][C:13]([S:16]([CH3:19])(=[O:18])=[O:17])=[N:14][CH:15]=1.[F-].C([N+](CCCC)(CCCC)CCCC)CCC.O. Product: [CH3:1][O:2][CH2:3][C@H:4]([CH3:46])[O:5][C:6]1[CH:22]=[C:21]([C:23]2[NH:24][C:25]([C:28]3[O:29][C@@H:30]([CH2:34][OH:35])[C@@H:31]([CH3:33])[N:32]=3)=[CH:26][CH:27]=2)[CH:20]=[C:8]([O:9][C:10]2[CH:15]=[N:14][C:13]([S:16]([CH3:19])(=[O:17])=[O:18])=[CH:12][CH:11]=2)[CH:7]=1. The catalyst class is: 7. (2) Reactant: [F:1][C:2]([F:11])([F:10])[C:3]1[CH:4]=[CH:5][C:6]([NH2:9])=[N:7][CH:8]=1.[OH:12]O. Product: [NH2:9][C:6]1[CH:5]=[CH:4][C:3]([C:2]([F:1])([F:10])[F:11])=[CH:8][N+:7]=1[O-:12]. The catalyst class is: 15. (3) Reactant: [C:1]1([CH:7]([CH:11]2[CH2:16][CH2:15][N:14]([O:17][C:18]([C:20]([CH3:23])([CH3:22])[CH3:21])=[O:19])[CH2:13][CH2:12]2)[CH2:8][CH2:9][OH:10])[CH:6]=[CH:5][CH:4]=[CH:3][CH:2]=1.CC(OI1(OC(C)=O)(OC(C)=O)OC(=O)C2C=CC=CC1=2)=O. Product: [C:1]1([CH:7]([CH:11]2[CH2:16][CH2:15][N:14]([O:17][C:18]([C:20]([CH3:23])([CH3:22])[CH3:21])=[O:19])[CH2:13][CH2:12]2)[CH2:8][CH:9]=[O:10])[CH:6]=[CH:5][CH:4]=[CH:3][CH:2]=1. The catalyst class is: 2. (4) Reactant: [C:1]1([CH:7]2[CH2:16][CH2:15][C:14]3[CH:13]=[C:12]([OH:17])[CH:11]=[CH:10][C:9]=3[CH2:8]2)[CH:6]=[CH:5][CH:4]=[CH:3][CH:2]=1.Cl[C:19]1[CH:24]=[CH:23][C:22]([N+:25]([O-:27])=[O:26])=[CH:21][N:20]=1.[F-].[K+].Cl. Product: [N+:25]([C:22]1[CH:23]=[CH:24][C:19]([O:17][C:12]2[CH:11]=[CH:10][C:9]3[CH2:8][CH:7]([C:1]4[CH:6]=[CH:5][CH:4]=[CH:3][CH:2]=4)[CH2:16][CH2:15][C:14]=3[CH:13]=2)=[N:20][CH:21]=1)([O-:27])=[O:26]. The catalyst class is: 35. (5) Reactant: [CH2:1]([O:3][CH2:4][C:5]1[N:6]([CH2:18][C:19]2([OH:22])[CH2:21][CH2:20]2)[C:7]2[C:16]3[CH:15]=[CH:14][CH:13]=[CH:12][C:11]=3[N:10]=[CH:9][C:8]=2[N:17]=1)[CH3:2].[CH:23]([S:25]([CH3:28])(=[O:27])=[O:26])=[CH2:24].[H-].[Na+].O. Product: [CH2:1]([O:3][CH2:4][C:5]1[N:6]([CH2:18][C:19]2([O:22][CH2:24][CH2:23][S:25]([CH3:28])(=[O:27])=[O:26])[CH2:21][CH2:20]2)[C:7]2[C:16]3[CH:15]=[CH:14][CH:13]=[CH:12][C:11]=3[N:10]=[CH:9][C:8]=2[N:17]=1)[CH3:2]. The catalyst class is: 163.